Predict the product of the given reaction. From a dataset of Forward reaction prediction with 1.9M reactions from USPTO patents (1976-2016). Given the reactants [C:1]1(P(=O)O)[CH:6]=[CH:5][CH:4]=[CH:3][CH:2]=1.[CH3:10][CH:11]([OH:14])[CH:12]=[CH2:13].CO.[CH2:17](B(CC)CC)[CH3:18].O[CH:25]([CH3:37])[CH2:26][CH2:27][P:28]([C:31]1[CH:36]=[CH:35][CH:34]=[CH:33][CH:32]=1)(=[O:30])[OH:29], predict the reaction product. The product is: [OH:14][CH:11]([CH3:10])[CH2:12][CH2:13][O:29][P:28]([C:31]1[CH:36]=[CH:35][CH:34]=[CH:33][CH:32]=1)([CH2:27][CH2:26][CH2:25][CH2:37][CH2:17][CH2:18][CH2:2][CH2:3][CH2:4][CH2:5][CH2:6][CH3:1])=[O:30].